From a dataset of Full USPTO retrosynthesis dataset with 1.9M reactions from patents (1976-2016). Predict the reactants needed to synthesize the given product. (1) Given the product [C:12]([O:20][CH2:21][O:22][C:23]([NH:11][CH2:10][C@H:2]1[CH2:3][CH2:4][C@H:5]([C:7]([OH:9])=[O:8])[CH2:6][CH2:1]1)=[O:24])(=[O:19])[C:13]1[CH:18]=[CH:17][CH:16]=[CH:15][CH:14]=1, predict the reactants needed to synthesize it. The reactants are: [CH2:1]1[CH2:6][C@H:5]([C:7]([OH:9])=[O:8])[CH2:4][CH2:3][C@H:2]1[CH2:10][NH2:11].[C:12]([O:20][CH2:21][O:22][C:23](ON1C(=O)CCC1=O)=[O:24])(=[O:19])[C:13]1[CH:18]=[CH:17][CH:16]=[CH:15][CH:14]=1. (2) Given the product [CH3:30][O:5][C:4](=[O:6])[C:3]1[CH:7]=[CH:8][CH:9]=[C:10]([NH:11][S:12]([C:15]2[CH:20]=[CH:19][C:18]([C:21]([F:24])([F:22])[F:23])=[CH:17][CH:16]=2)(=[O:14])=[O:13])[C:2]=1[F:1], predict the reactants needed to synthesize it. The reactants are: [F:1][C:2]1[C:10]([NH:11][S:12]([C:15]2[CH:20]=[CH:19][C:18]([C:21]([F:24])([F:23])[F:22])=[CH:17][CH:16]=2)(=[O:14])=[O:13])=[CH:9][CH:8]=[CH:7][C:3]=1[C:4]([OH:6])=[O:5].S(=O)(=O)(O)O.[CH3:30]O. (3) Given the product [Cl:18][C:11]1[C:10]2[C:5](=[CH:6][C:7]([O:14][CH3:15])=[CH:8][CH:9]=2)[N:4]=[C:3]([O:2][CH3:1])[N:12]=1, predict the reactants needed to synthesize it. The reactants are: [CH3:1][O:2][C:3]1[N:12]=[C:11](O)[C:10]2[C:5](=[CH:6][C:7]([O:14][CH3:15])=[CH:8][CH:9]=2)[N:4]=1.O=P(Cl)(Cl)[Cl:18]. (4) Given the product [C:25]1([CH3:28])[CH:26]=[CH:27][C:22]([O:10][C:11]2[C:20]3[C:15](=[CH:16][CH:17]=[CH:18][CH:19]=3)[N:14]=[CH:13][N:12]=2)=[CH:23][CH:24]=1, predict the reactants needed to synthesize it. The reactants are: N1C2C(=NC=CC=2)N([O:10][C:11]2[C:20]3[C:15](=[CH:16][CH:17]=[CH:18][CH:19]=3)[N:14]=[CH:13][N:12]=2)N=1.B(O)(O)[C:22]1[CH:23]=[CH:24][C:25]([CH3:28])=[CH:26][CH:27]=1.C([O-])([O-])=O.[Cs+].[Cs+]. (5) The reactants are: [CH2:1]([O:3][P:4]([CH2:9][C:10]1[CH:19]=[CH:18][C:13]([C:14]([O:16]C)=[O:15])=[CH:12][N:11]=1)([O:6][CH2:7][CH3:8])=[O:5])[CH3:2].C1COCC1.[Li+].[OH-]. Given the product [CH2:1]([O:3][P:4]([CH2:9][C:10]1[CH:19]=[CH:18][C:13]([C:14]([OH:16])=[O:15])=[CH:12][N:11]=1)([O:6][CH2:7][CH3:8])=[O:5])[CH3:2], predict the reactants needed to synthesize it.